Dataset: Full USPTO retrosynthesis dataset with 1.9M reactions from patents (1976-2016). Task: Predict the reactants needed to synthesize the given product. (1) Given the product [CH3:16][C:17]1[NH:18][C:19]2[C:24]([CH:25]=1)=[CH:23][C:22]([NH:26][C:2]1[CH:7]=[CH:6][N:5]=[C:4]3[CH:8]=[C:9]([C:11]4[O:15][CH:14]=[N:13][CH:12]=4)[S:10][C:3]=13)=[CH:21][CH:20]=2, predict the reactants needed to synthesize it. The reactants are: Cl[C:2]1[CH:7]=[CH:6][N:5]=[C:4]2[CH:8]=[C:9]([C:11]3[O:15][CH:14]=[N:13][CH:12]=3)[S:10][C:3]=12.[CH3:16][C:17]1[NH:18][C:19]2[C:24]([CH:25]=1)=[CH:23][C:22]([NH2:26])=[CH:21][CH:20]=2. (2) Given the product [C:16]([O:15][C:13]([N:6]1[C:7]2[C:12](=[CH:11][CH:10]=[CH:9][CH:8]=2)[C:4]([CH2:3][C@@H:2]([NH2:1])[C:20](=[O:21])[NH:48][CH2:47][CH2:46][C:40]2[CH:45]=[CH:44][CH:43]=[CH:42][CH:41]=2)=[CH:5]1)=[O:14])([CH3:19])([CH3:18])[CH3:17], predict the reactants needed to synthesize it. The reactants are: [NH:1](C(OCC1C2C(=CC=CC=2)C2C1=CC=CC=2)=O)[C@@H:2]([C:20](O)=[O:21])[CH2:3][C:4]1[C:12]2[C:7](=[CH:8][CH:9]=[CH:10][CH:11]=2)[N:6]([C:13]([O:15][C:16]([CH3:19])([CH3:18])[CH3:17])=[O:14])[CH:5]=1.[C:40]1([CH2:46][CH2:47][NH-:48])[CH:45]=[CH:44][CH:43]=[CH:42][CH:41]=1. (3) Given the product [C:2]([C:6]1[CH:11]=[CH:10][C:9](/[C:12](/[C:31]2[NH:32][C:33](=[O:39])[C:34]([CH2:37][CH3:38])=[CH:35][CH:36]=2)=[CH:13]\[C@H:14]2[CH2:15][CH2:16][C:17](=[O:30])[N:18]2[CH2:19][C:20]2[CH:25]=[CH:24][C:23]([O:26][CH3:27])=[CH:22][C:21]=2[O:28][CH3:29])=[CH:8][CH:7]=1)([CH3:5])([CH3:4])[CH3:3], predict the reactants needed to synthesize it. The reactants are: Br.[C:2]([C:6]1[CH:11]=[CH:10][C:9](/[C:12](/[C:31]2[CH:36]=[CH:35][C:34]([CH2:37][CH3:38])=[C:33]([O:39]C)[N:32]=2)=[CH:13]\[C@@H:14]2[N:18]([CH2:19][C:20]3[CH:25]=[CH:24][C:23]([O:26][CH3:27])=[CH:22][C:21]=3[O:28][CH3:29])[C:17](=[O:30])[CH2:16][CH2:15]2)=[CH:8][CH:7]=1)([CH3:5])([CH3:4])[CH3:3].O. (4) Given the product [CH3:31][O:32][CH2:33][C:34]([N:1]1[CH2:2][CH2:3][CH:4]([NH:7][C:8]([C:10]2[C:14]3[N:15]=[CH:16][N:17]=[C:18]([C:19]4[CH:24]=[C:23]([CH3:25])[CH:22]=[CH:21][C:20]=4[O:26][CH2:27][CH:28]4[CH2:29][CH2:30]4)[C:13]=3[NH:12][CH:11]=2)=[O:9])[CH2:5][CH2:6]1)=[O:35], predict the reactants needed to synthesize it. The reactants are: [NH:1]1[CH2:6][CH2:5][CH:4]([NH:7][C:8]([C:10]2[C:14]3[N:15]=[CH:16][N:17]=[C:18]([C:19]4[CH:24]=[C:23]([CH3:25])[CH:22]=[CH:21][C:20]=4[O:26][CH2:27][CH:28]4[CH2:30][CH2:29]4)[C:13]=3[NH:12][CH:11]=2)=[O:9])[CH2:3][CH2:2]1.[CH3:31][O:32][CH2:33][C:34](Cl)=[O:35]. (5) Given the product [N:33]1[C:34]2[CH:39]=[CH:38][N:37]=[CH:36][C:35]=2[NH:40][C:32]=1[CH:29]1[CH2:30][CH2:31][N:26]([CH2:20][C:19]2[CH:22]=[CH:23][C:16]([C:7]3[C:8]([C:10]4[CH:15]=[CH:14][CH:13]=[CH:12][CH:11]=4)=[CH:9][N:4]4[N:3]=[C:2]([CH3:1])[N:24]=[C:5]4[N:6]=3)=[CH:17][CH:18]=2)[CH2:27][CH2:28]1, predict the reactants needed to synthesize it. The reactants are: [CH3:1][C:2]1[N:24]=[C:5]2[N:6]=[C:7]([C:16]3[CH:23]=[CH:22][C:19]([CH:20]=O)=[CH:18][CH:17]=3)[C:8]([C:10]3[CH:15]=[CH:14][CH:13]=[CH:12][CH:11]=3)=[CH:9][N:4]2[N:3]=1.Cl.[NH:26]1[CH2:31][CH2:30][CH:29]([C:32]2[NH:40][C:35]3[CH:36]=[N:37][CH:38]=[CH:39][C:34]=3[N:33]=2)[CH2:28][CH2:27]1.[BH-](OC(C)=O)(OC(C)=O)OC(C)=O.[Na+].